Predict the reaction yield, written as a fraction of the theoretical maximum amount of product (1.0 means a 100% yield; for example, 0.34 means a 34% yield). From a dataset of Reaction yield outcomes from USPTO patents with 853,638 reactions. (1) The reactants are [NH2:1][C:2]1[C:7]([C:8]2[CH:13]=[CH:12][CH:11]=[C:10]([C:14]([F:17])([F:16])[F:15])[CH:9]=2)=[CH:6][C:5]([C:18](O)=[O:19])=[CH:4][C:3]=1[C:21]1[CH:26]=[CH:25][CH:24]=[C:23]([C:27]([F:30])([F:29])[F:28])[CH:22]=1.C([N:38]1[CH:42]=[CH:41]N=C1)(N1C=CN=C1)=O.[C:43]1(NCCCCCCCC)[CH:48]=[CH:47][CH:46]=[CH:45][CH:44]=1. The catalyst is CN(C=O)C. The product is [C:43]1([CH2:6][CH2:7][CH2:2][CH2:3][CH2:4][CH2:5][CH2:41][CH2:42][NH:38][C:18]([C:5]2[CH:4]=[C:3]([C:21]3[CH:26]=[CH:25][CH:24]=[C:23]([C:27]([F:30])([F:28])[F:29])[CH:22]=3)[C:2]([NH2:1])=[C:7]([C:8]3[CH:13]=[CH:12][CH:11]=[C:10]([C:14]([F:15])([F:16])[F:17])[CH:9]=3)[CH:6]=2)=[O:19])[CH:44]=[CH:45][CH:46]=[CH:47][CH:48]=1. The yield is 0.370. (2) The reactants are [C:1]([C:3]1[CH:4]=[CH:5][C:6]([C:9]([OH:11])=O)=[N:7][CH:8]=1)#[N:2].O.[Cl-].COC1N=C(OC)N=C([N+]2(C)CCOCC2)N=1.[NH2:31][C:32]1[CH:33]=[CH:34][C:35]([F:48])=[C:36]([C@:38]2([CH3:47])[CH2:43][S:42](=[O:45])(=[O:44])[CH2:41][C:40]([NH2:46])=[N:39]2)[CH:37]=1.C([O-])(O)=O.[Na+]. The yield is 0.370. The product is [NH2:46][C:40]1[CH2:41][S:42](=[O:44])(=[O:45])[CH2:43][C@:38]([C:36]2[CH:37]=[C:32]([NH:31][C:9]([C:6]3[CH:5]=[CH:4][C:3]([C:1]#[N:2])=[CH:8][N:7]=3)=[O:11])[CH:33]=[CH:34][C:35]=2[F:48])([CH3:47])[N:39]=1. The catalyst is CO. (3) The reactants are [NH2:1][C:2]1[CH:10]=[C:9]([F:11])[CH:8]=[CH:7][C:3]=1[C:4]([OH:6])=O.O=S(Cl)Cl.[Cl:16][C:17]1[CH:23]=[CH:22][CH:21]=[CH:20][C:18]=1[NH2:19].C(Cl)(Cl)Cl. The catalyst is C1C=CC=CC=1. The product is [NH2:1][C:2]1[CH:10]=[C:9]([F:11])[CH:8]=[CH:7][C:3]=1[C:4]([NH:19][C:18]1[CH:20]=[CH:21][CH:22]=[CH:23][C:17]=1[Cl:16])=[O:6]. The yield is 0.520. (4) The reactants are C([O:4][C:5]1[CH:10]=[CH:9][CH:8]=[CH:7][C:6]=1[CH:11]=[CH:12][C:13]([NH:15][C@H:16]([C:28]([O:30]C)=[O:29])[CH2:17][C:18]1[C:26]2[C:21](=[CH:22][CH:23]=[CH:24][CH:25]=2)[N:20]([CH3:27])[CH:19]=1)=[O:14])(=O)C.[OH-].[Na+]. The catalyst is CO. The product is [OH:4][C:5]1[CH:10]=[CH:9][CH:8]=[CH:7][C:6]=1[CH:11]=[CH:12][C:13]([NH:15][C@H:16]([C:28]([OH:30])=[O:29])[CH2:17][C:18]1[C:26]2[C:21](=[CH:22][CH:23]=[CH:24][CH:25]=2)[N:20]([CH3:27])[CH:19]=1)=[O:14]. The yield is 0.620. (5) The reactants are [CH:1]([N:4]1[CH2:9][CH2:8][CH:7]([O:10][C:11]2[CH:19]=[CH:18][C:17]3[N:16]4[C@@H:20]([CH3:25])[CH2:21][NH:22][C:23](=[O:24])[C:15]4=[CH:14][C:13]=3[CH:12]=2)[CH2:6][CH2:5]1)([CH3:3])[CH3:2].[CH3:26][O:27][CH2:28][CH2:29]Br.[H-].[Na+]. No catalyst specified. The product is [CH:1]([N:4]1[CH2:9][CH2:8][CH:7]([O:10][C:11]2[CH:19]=[CH:18][C:17]3[N:16]4[C@@H:20]([CH3:25])[CH2:21][N:22]([CH2:29][CH2:28][O:27][CH3:26])[C:23](=[O:24])[C:15]4=[CH:14][C:13]=3[CH:12]=2)[CH2:6][CH2:5]1)([CH3:3])[CH3:2]. The yield is 0.500. (6) The reactants are [F:1][C:2]1[CH:7]=[C:6]([F:8])[C:5]([C:9]2[C:10]([CH3:21])=[N:11][C:12]3[C:17]([CH:18]=2)=[CH:16][N:15]=[C:14]([NH:19][CH3:20])[CH:13]=3)=[CH:4][C:3]=1[NH:22][C:23](=[O:28])OC(C)=C.[CH3:29][C:30]([CH3:35])([CH3:34])[CH2:31][CH2:32][NH2:33].CN1CCCC1. The catalyst is O1CCOCC1. The product is [F:1][C:2]1[CH:7]=[C:6]([F:8])[C:5]([C:9]2[C:10]([CH3:21])=[N:11][C:12]3[C:17]([CH:18]=2)=[CH:16][N:15]=[C:14]([NH:19][CH3:20])[CH:13]=3)=[CH:4][C:3]=1[NH:22][C:23]([NH:33][CH2:32][CH2:31][C:30]([CH3:35])([CH3:34])[CH3:29])=[O:28]. The yield is 0.890. (7) The catalyst is CCOCC. The product is [ClH:52].[ClH:52].[CH3:26][N:23]1[C:24]2[CH:25]=[C:17]([N:9]3[CH:14]=[CH:13][C:12]([O:54][CH2:53][C:51]4[CH:50]=[N:49][C:45]([CH3:46])=[CH:40][CH:39]=4)=[CH:11][C:10]3=[O:15])[CH:18]=[CH:19][C:20]=2[C:21]2[CH:33]3[N:29]([CH2:28][CH2:27][C:22]1=2)[CH2:30][CH2:31][CH2:32]3. The yield is 0.810. The reactants are C(O[N:9]1[CH:14]=[CH:13][CH:12]=[CH:11][C:10]1=[O:15])C1C=CC=CC=1.Br[C:17]1[CH:18]=[CH:19][C:20]2[C:21]3[CH:33]4[N:29]([CH2:30][CH2:31][CH2:32]4)[CH2:28][CH2:27][C:22]=3[N:23]([CH3:26])[C:24]=2[CH:25]=1.BrC1C=C2C([C:39]3[CH2:51][CH2:50][N:49]4[CH:45]([CH2:46]CC4)[C:40]=3N2C)=CC=1.[ClH:52].[CH3:53][OH:54]. (8) The reactants are [C:1]([O:5][C:6](=[O:12])[CH2:7][CH2:8][C:9]([OH:11])=[O:10])([CH3:4])([CH3:3])[CH3:2].C(OC(=O)[CH2:19][C@@H:20]([C:27](N1[C@H](C)[C@H](C2C=CC=CC=2)OC1=O)=O)[CH2:21][C@H:22](C)[CH2:23]CC)(C)(C)C.[Li+].[OH-].OO.S(=O)(O)[O-].[Na+].S([O-])([O-])=O.[Na+].[Na+]. The catalyst is O.C1COCC1.CCOCC.CCCCCC. The product is [C:1]([O:5][C:6](=[O:12])[CH2:7][C@H:8]([CH2:19][C@H:20]([CH3:27])[CH2:21][CH2:22][CH3:23])[C:9]([OH:11])=[O:10])([CH3:4])([CH3:2])[CH3:3]. The yield is 0.930.